This data is from Full USPTO retrosynthesis dataset with 1.9M reactions from patents (1976-2016). The task is: Predict the reactants needed to synthesize the given product. (1) Given the product [NH2:18][C:15]1[C:14]2[C:9]([O:8][CH2:1][C:2]3[CH:3]=[CH:4][CH:5]=[CH:6][CH:7]=3)=[N:10][CH:11]=[CH:12][C:13]=2[N:17]([C:22]2([CH2:21][C:19]#[N:20])[CH2:23][CH2:24][N:25]([C:28]([O:30][C:31]([CH3:32])([CH3:33])[CH3:34])=[O:29])[CH2:26][CH2:27]2)[N:16]=1, predict the reactants needed to synthesize it. The reactants are: [CH2:1]([O:8][C:9]1[C:14]2[C:15]([NH2:18])=[N:16][NH:17][C:13]=2[CH:12]=[CH:11][N:10]=1)[C:2]1[CH:7]=[CH:6][CH:5]=[CH:4][CH:3]=1.[C:19]([CH:21]=[C:22]1[CH2:27][CH2:26][N:25]([C:28]([O:30][C:31]([CH3:34])([CH3:33])[CH3:32])=[O:29])[CH2:24][CH2:23]1)#[N:20].C1CCN2C(=NCCC2)CC1. (2) Given the product [CH3:22][C:18]1[N:17]=[C:16]([C:14](=[O:15])[CH2:7][C:6]2[CH:9]=[CH:10][C:3]([CH3:2])=[CH:4][CH:5]=2)[CH:21]=[CH:20][CH:19]=1, predict the reactants needed to synthesize it. The reactants are: [Mg].[CH3:2][C:3]1[CH:10]=[CH:9][C:6]([CH2:7]Cl)=[CH:5][CH:4]=1.CON(C)[C:14]([C:16]1[CH:21]=[CH:20][CH:19]=[C:18]([CH3:22])[N:17]=1)=[O:15]. (3) Given the product [OH:26][C:9]1[CH:10]=[C:11]2[C:15](=[CH:16][CH:17]=1)[CH2:14][C@H:13]([NH:18][S:19]([CH:22]([CH3:24])[CH3:23])(=[O:21])=[O:20])[CH2:12]2, predict the reactants needed to synthesize it. The reactants are: CC1(C)C(C)(C)OB([C:9]2[CH:10]=[C:11]3[C:15](=[CH:16][CH:17]=2)[CH2:14][C@H:13]([NH:18][S:19]([CH:22]([CH3:24])[CH3:23])(=[O:21])=[O:20])[CH2:12]3)O1.[OH:26]OS([O-])=O.[K+]. (4) Given the product [Cl:1][C:2]1[CH:7]=[C:6]([Cl:8])[CH:5]=[CH:4][C:3]=1[CH2:9][N:10]([C:32](=[O:33])[C:31]([F:42])([F:41])[F:30])[C@H:11]1[CH2:15][CH2:14][N:13]([C:16]([O:18][C:19]([CH3:22])([CH3:21])[CH3:20])=[O:17])[CH2:12]1, predict the reactants needed to synthesize it. The reactants are: [Cl:1][C:2]1[CH:7]=[C:6]([Cl:8])[CH:5]=[CH:4][C:3]=1[CH2:9][NH:10][C@H:11]1[CH2:15][CH2:14][N:13]([C:16]([O:18][C:19]([CH3:22])([CH3:21])[CH3:20])=[O:17])[CH2:12]1.C(N(CC)CC)C.[F:30][C:31]([F:42])([F:41])[C:32](O[C:32](=[O:33])[C:31]([F:42])([F:41])[F:30])=[O:33]. (5) The reactants are: [C:1]1([CH:7]([C:11]2[CH:16]=[CH:15][CH:14]=[CH:13][CH:12]=2)[CH2:8][CH:9]=[CH2:10])[CH:6]=[CH:5][CH:4]=[CH:3][CH:2]=1.[CH3:17][SiH:18]([CH3:24])[O:19][Si:20]([CH3:23])([CH3:22])[CH3:21]. Given the product [C:1]1([CH:7]([C:11]2[CH:12]=[CH:13][CH:14]=[CH:15][CH:16]=2)[CH2:8][CH2:9][CH2:10][Si:18]([CH3:24])([CH3:17])[O:19][Si:20]([CH3:23])([CH3:22])[CH3:21])[CH:6]=[CH:5][CH:4]=[CH:3][CH:2]=1, predict the reactants needed to synthesize it. (6) Given the product [CH3:36][C:31]1[CH:30]=[C:29]([C:2]2[CH:7]=[CH:6][C:5]([C@@H:8]([N:10]3[CH2:15][CH2:14][C@:13]([CH2:22][C:23]([OH:26])([CH3:25])[CH3:24])([C:16]4[CH:17]=[CH:18][CH:19]=[CH:20][CH:21]=4)[O:12][C:11]3=[O:27])[CH3:9])=[CH:4][CH:3]=2)[CH:34]=[C:33]([CH3:35])[N:32]=1, predict the reactants needed to synthesize it. The reactants are: Br[C:2]1[CH:7]=[CH:6][C:5]([C@@H:8]([N:10]2[CH2:15][CH2:14][C@:13]([CH2:22][C:23]([OH:26])([CH3:25])[CH3:24])([C:16]3[CH:21]=[CH:20][CH:19]=[CH:18][CH:17]=3)[O:12][C:11]2=[O:27])[CH3:9])=[CH:4][CH:3]=1.Br[C:29]1[CH:34]=[C:33]([CH3:35])[N:32]=[C:31]([CH3:36])[CH:30]=1. (7) Given the product [Cl:1][C:2]1[C:3]([NH:4][CH2:5][C:6]2[CH:11]=[C:10]([C:12]3[CH:17]=[CH:16][CH:15]=[C:14]([F:18])[CH:13]=3)[CH:9]=[CH:8][C:7]=2[F:19])=[C:20]([Cl:26])[CH:21]=[CH:22][C:23]=1[OH:24], predict the reactants needed to synthesize it. The reactants are: [Cl:1][C:2]1[C:23]([O:24]C)=[CH:22][CH:21]=[C:20]([Cl:26])[C:3]=1[NH:4][CH2:5][C:6]1[CH:11]=[C:10]([C:12]2[CH:17]=[CH:16][CH:15]=[C:14]([F:18])[CH:13]=2)[CH:9]=[CH:8][C:7]=1[F:19]. (8) The reactants are: [CH3:1][N:2]([CH2:4][C:5]1[C:13]2[O:12][N:11]=[C:10]([CH2:14][CH2:15][CH:16]3[CH2:21][CH2:20][NH:19][CH2:18][CH2:17]3)[C:9]=2[CH:8]=[CH:7][C:6]=1[O:22][CH2:23][CH:24]1[CH2:26][CH2:25]1)[CH3:3].Br[C:28]1[CH:29]=[N:30][CH:31]=[CH:32][CH:33]=1.CC(C)([O-])C.[Na+].O. Given the product [CH3:1][N:2]([CH2:4][C:5]1[C:13]2[O:12][N:11]=[C:10]([CH2:14][CH2:15][CH:16]3[CH2:21][CH2:20][N:19]([C:28]4[CH:29]=[N:30][CH:31]=[CH:32][CH:33]=4)[CH2:18][CH2:17]3)[C:9]=2[CH:8]=[CH:7][C:6]=1[O:22][CH2:23][CH:24]1[CH2:25][CH2:26]1)[CH3:3], predict the reactants needed to synthesize it. (9) Given the product [CH3:23][C:14]1[CH:19]=[CH:18][CH:17]=[CH:16][C:15]=1[NH:20][C:21]1[O:13][C:3]2[CH:4]=[C:5]([CH2:8][C:9]([O:11][CH3:12])=[O:10])[CH:6]=[CH:7][C:2]=2[N:1]=1, predict the reactants needed to synthesize it. The reactants are: [NH2:1][C:2]1[CH:7]=[CH:6][C:5]([CH2:8][C:9]([O:11][CH3:12])=[O:10])=[CH:4][C:3]=1[OH:13].[C:14]1([CH3:23])[C:15]([N:20]=[C:21]=S)=[CH:16][CH:17]=[CH:18][CH:19]=1.C1(N=C=NC2CCCCC2)CCCCC1.